This data is from Full USPTO retrosynthesis dataset with 1.9M reactions from patents (1976-2016). The task is: Predict the reactants needed to synthesize the given product. (1) Given the product [CH3:1][O:2][CH2:3][C:4]1[CH:5]=[C:6]([C:10]2[O:14][C:13]([CH3:21])=[N:12][C:11]=2[CH2:15][OH:17])[CH:7]=[CH:8][CH:9]=1, predict the reactants needed to synthesize it. The reactants are: [CH3:1][O:2][CH2:3][C:4]1[CH:5]=[C:6]([C:10]2[O:14][CH:13]=[N:12][C:11]=2[C:15]([O:17]C)=O)[CH:7]=[CH:8][CH:9]=1.[Li+].[BH4-].[C:21](O)(=O)C. (2) Given the product [OH:18][CH2:19][CH2:20][C:21]1[CH:22]=[C:23]([CH:57]=[CH:58][CH:59]=1)[C:24]([NH:26][C:27]1[S:28][C:29]2[CH2:56][CH2:55][CH2:54][CH2:53][C:30]=2[C:31]=1[C:32]([NH:34][C:35]1[CH:40]=[CH:39][C:38]([CH2:41][CH2:42][C:43]2[CH:44]=[CH:45][C:46]([C:47]([O:49][CH3:50])=[O:48])=[CH:51][CH:52]=2)=[CH:37][CH:36]=1)=[O:33])=[O:25], predict the reactants needed to synthesize it. The reactants are: [Si]([O:18][CH2:19][CH2:20][C:21]1[CH:22]=[C:23]([CH:57]=[CH:58][CH:59]=1)[C:24]([NH:26][C:27]1[S:28][C:29]2[CH2:56][CH2:55][CH2:54][CH2:53][C:30]=2[C:31]=1[C:32]([NH:34][C:35]1[CH:40]=[CH:39][C:38]([CH2:41][CH2:42][C:43]2[CH:52]=[CH:51][C:46]([C:47]([O:49][CH3:50])=[O:48])=[CH:45][CH:44]=2)=[CH:37][CH:36]=1)=[O:33])=[O:25])(C(C)(C)C)(C1C=CC=CC=1)C1C=CC=CC=1.[F-].C([N+](CCCC)(CCCC)CCCC)CCC. (3) Given the product [Br:33][C:24]1[CH:23]=[C:22]2[C:27](=[CH:26][C:25]=1[O:28][C:29]([F:32])([F:30])[F:31])[N:18]([C:8]1[C:9]3[CH2:10][N:11]([C:15](=[O:17])[CH3:16])[CH2:12][CH2:13][C:14]=3[N:6]([C@H:3]3[CH2:4][CH2:5][O:1][CH2:2]3)[N:7]=1)[CH2:19][CH2:20][CH2:21]2, predict the reactants needed to synthesize it. The reactants are: [O:1]1[CH2:5][CH2:4][C@H:3]([N:6]2[C:14]3[CH2:13][CH2:12][N:11]([C:15](=[O:17])[CH3:16])[CH2:10][C:9]=3[C:8]([N:18]3[C:27]4[C:22](=[CH:23][CH:24]=[C:25]([O:28][C:29]([F:32])([F:31])[F:30])[CH:26]=4)[CH2:21][CH2:20][CH2:19]3)=[N:7]2)[CH2:2]1.[Br:33]N1C(=O)CCC1=O.O. (4) Given the product [C:34]1([CH2:33][N:26]([C:24]([C:15]2[C:14]([NH:13][C:11]([NH:10][C:3]3[C:4]([Cl:9])=[CH:5][C:6]([Cl:8])=[CH:7][C:2]=3[Cl:1])=[O:12])=[CH:23][C:22]3[C:17](=[CH:18][CH:19]=[CH:20][CH:21]=3)[CH:16]=2)=[O:25])[CH2:27][C:28]([OH:30])=[O:29])[CH:39]=[CH:38][CH:37]=[CH:36][CH:35]=1, predict the reactants needed to synthesize it. The reactants are: [Cl:1][C:2]1[CH:7]=[C:6]([Cl:8])[CH:5]=[C:4]([Cl:9])[C:3]=1[NH:10][C:11]([NH:13][C:14]1[C:15]([C:24]([N:26]([CH2:33][C:34]2[CH:39]=[CH:38][CH:37]=[CH:36][CH:35]=2)[CH2:27][C:28]([O:30]CC)=[O:29])=[O:25])=[CH:16][C:17]2[C:22]([CH:23]=1)=[CH:21][CH:20]=[CH:19][CH:18]=2)=[O:12].Cl. (5) Given the product [CH3:1][O:2][C:3](=[O:24])[CH2:4][CH2:5][CH2:6][CH2:7][CH2:8][CH2:9][CH2:10][CH:11]([O:23][C:31](=[O:35])[CH2:32][CH2:33][CH3:34])[CH:12]([O:22][C:14](=[O:21])[CH2:13][CH2:12][CH3:11])[CH2:13][CH:14]([O:21][C:3](=[O:2])[CH2:4][CH2:5][CH3:6])[CH2:15][CH2:16][CH2:17][CH2:18][CH2:19][CH3:20], predict the reactants needed to synthesize it. The reactants are: [CH3:1][O:2][C:3](=[O:24])[CH2:4][CH2:5][CH2:6][CH2:7][CH2:8][CH2:9][CH2:10][CH:11]([OH:23])[CH:12]([OH:22])[CH2:13][CH:14]([OH:21])[CH2:15][CH2:16][CH2:17][CH2:18][CH2:19][CH3:20].[C:31](O[C:31](=[O:35])[CH2:32][CH2:33][CH3:34])(=[O:35])[CH2:32][CH2:33][CH3:34]. (6) Given the product [CH2:3]([O:10][C:11]([N:13]1[CH2:17][CH2:16][CH2:15][N:14]1[C:23](=[O:24])[CH2:22][C:21]([O:20][CH2:18][CH3:19])=[O:26])=[O:12])[C:4]1[CH:5]=[CH:6][CH:7]=[CH:8][CH:9]=1, predict the reactants needed to synthesize it. The reactants are: [OH-].[Na+].[CH2:3]([O:10][C:11]([N:13]1[CH2:17][CH2:16][CH2:15][NH:14]1)=[O:12])[C:4]1[CH:9]=[CH:8][CH:7]=[CH:6][CH:5]=1.[CH2:18]([O:20][C:21](=[O:26])[CH2:22][C:23](Cl)=[O:24])[CH3:19]. (7) Given the product [Cl:1][C:2]1[CH:13]=[C:12](/[CH:14]=[CH:15]\[C:16](=[O:33])[NH:17][CH:18]([C:23]2[CH:28]=[CH:27][CH:26]=[C:25]([C:29]([F:30])([F:31])[F:32])[CH:24]=2)[C:19]([F:22])([F:20])[F:21])[CH:11]=[CH:10][C:3]=1[C:4]([NH:6][CH:7]1[CH2:8][CH2:9]1)=[O:5], predict the reactants needed to synthesize it. The reactants are: [Cl:1][C:2]1[CH:13]=[C:12]([C:14]#[C:15][C:16](=[O:33])[NH:17][CH:18]([C:23]2[CH:28]=[CH:27][CH:26]=[C:25]([C:29]([F:32])([F:31])[F:30])[CH:24]=2)[C:19]([F:22])([F:21])[F:20])[CH:11]=[CH:10][C:3]=1[C:4]([NH:6][CH:7]1[CH2:9][CH2:8]1)=[O:5].N1C2C(=CC=CC=2)C=CC=1. (8) Given the product [Br:29][C:30]1[CH:35]=[N:34][C:33]([O:36][CH3:37])=[C:32]2[O:38][C:39]([C:47]3[CH:48]=[CH:49][C:50]([C:53]4([NH2:57])[CH2:56][CH2:55][CH2:54]4)=[CH:51][CH:52]=3)=[C:40]([C:41]3[CH:46]=[CH:45][CH:44]=[CH:43][CH:42]=3)[C:31]=12, predict the reactants needed to synthesize it. The reactants are: NC1(C2C=CC(C3OC4C(=O)N(C)C=CC=4C=3C3C=CC=CC=3)=CC=2)CCC1.[Br:29][C:30]1[CH:35]=[N:34][C:33]([O:36][CH3:37])=[C:32]2[O:38][C:39]([C:47]3[CH:52]=[CH:51][C:50]([C:53]4([NH:57]C(=O)OC(C)(C)C)[CH2:56][CH2:55][CH2:54]4)=[CH:49][CH:48]=3)=[C:40]([C:41]3[CH:46]=[CH:45][CH:44]=[CH:43][CH:42]=3)[C:31]=12. (9) Given the product [CH3:1][C:2]1[CH:3]=[C:4]2[C:5](=[CH:11][CH:12]=1)[C:6](=[O:8])[N:14]([CH2:15][CH2:16][C:17]([O:19][CH2:20][CH3:21])=[O:18])[C:9]2=[O:10], predict the reactants needed to synthesize it. The reactants are: [CH3:1][C:2]1[CH:3]=[C:4]2[C:9](=[O:10])[O:8][C:6](=O)[C:5]2=[CH:11][CH:12]=1.Cl.[NH2:14][CH2:15][CH2:16][C:17]([O:19][CH2:20][CH3:21])=[O:18].C(N(CC)CC)C.